Dataset: Forward reaction prediction with 1.9M reactions from USPTO patents (1976-2016). Task: Predict the product of the given reaction. (1) Given the reactants [CH2:1]([O:8][CH2:9][CH2:10][C:11]1([NH2:14])[CH2:13][CH2:12]1)[C:2]1[CH:7]=[CH:6][CH:5]=[CH:4][CH:3]=1.C(=O)([O-])O.[Na+].[C:20](O[C:20]([O:22][C:23]([CH3:26])([CH3:25])[CH3:24])=[O:21])([O:22][C:23]([CH3:26])([CH3:25])[CH3:24])=[O:21], predict the reaction product. The product is: [CH2:1]([O:8][CH2:9][CH2:10][C:11]1([NH:14][C:20](=[O:21])[O:22][C:23]([CH3:26])([CH3:25])[CH3:24])[CH2:13][CH2:12]1)[C:2]1[CH:7]=[CH:6][CH:5]=[CH:4][CH:3]=1. (2) Given the reactants BrC[C:3]1[CH:4]=[C:5]([C:9]2[CH:14]=[CH:13][CH:12]=[CH:11][CH:10]=2)[CH:6]=[CH:7][CH:8]=1.[CH3:15]CN(P1(N(C)CCCN1C)=NC(C)(C)C)CC.[CH3:33][C:34]1([CH3:56])[CH2:43][CH2:42][C:41]2[C:36](=[CH:37][CH:38]=[C:39]([S:44]([NH:47][CH2:48][C:49]([O:51]C(C)(C)C)=[O:50])(=[O:46])=[O:45])[CH:40]=2)[O:35]1, predict the reaction product. The product is: [C:9]1([C:5]2[CH:4]=[CH:3][CH:8]=[CH:7][CH:6]=2)[CH:10]=[CH:11][CH:12]=[CH:13][C:14]=1[CH2:15][N:47]([CH2:48][C:49]([OH:51])=[O:50])[S:44]([C:39]1[CH:40]=[C:41]2[C:36](=[CH:37][CH:38]=1)[O:35][C:34]([CH3:56])([CH3:33])[CH2:43][CH2:42]2)(=[O:46])=[O:45]. (3) Given the reactants COCCN(S(F)(F)[F:11])CCOC.[Br:14][C:15]1[CH:20]=[CH:19][C:18]([CH:21](O)[C:22]([O:24][CH3:25])=[O:23])=[CH:17][CH:16]=1.C(=O)([O-])O.[Na+], predict the reaction product. The product is: [Br:14][C:15]1[CH:20]=[CH:19][C:18]([CH:21]([F:11])[C:22]([O:24][CH3:25])=[O:23])=[CH:17][CH:16]=1. (4) Given the reactants [N:1]1[CH:6]=[CH:5][CH:4]=[C:3]([C:7]#[C:8][CH2:9][CH2:10][CH2:11][OH:12])[CH:2]=1.[C:13](O)(=[O:15])[CH3:14], predict the reaction product. The product is: [C:13]([O:12][CH2:11][CH2:10][CH2:9][CH2:8][CH2:7][CH:3]1[CH2:4][CH2:5][CH2:6][NH:1][CH2:2]1)(=[O:15])[CH3:14].